This data is from Forward reaction prediction with 1.9M reactions from USPTO patents (1976-2016). The task is: Predict the product of the given reaction. (1) Given the reactants [S:1]1[CH:5]=[CH:4][N:3]=[C:2]1[C:6]([OH:8])=[O:7].CN(C=O)C.C(Cl)(=O)C(Cl)=O.[CH3:20][C:21]([O-])([CH3:23])[CH3:22].[K+], predict the reaction product. The product is: [S:1]1[CH:5]=[CH:4][N:3]=[C:2]1[C:6]([O:8][C:21]([CH3:23])([CH3:22])[CH3:20])=[O:7]. (2) Given the reactants [NH2:1][C:2]1[O:3][C:4]2[CH:10]=[CH:9][C:8]([Cl:11])=[CH:7][C:5]=2[N:6]=1.N1C=CC=CC=1.Cl[C:19]([O:21][CH2:22][C:23]([Cl:26])([Cl:25])[Cl:24])=[O:20].O, predict the reaction product. The product is: [Cl:11][C:8]1[CH:9]=[CH:10][C:4]2[O:3][C:2]([NH:1][C:19](=[O:20])[O:21][CH2:22][C:23]([Cl:26])([Cl:25])[Cl:24])=[N:6][C:5]=2[CH:7]=1. (3) Given the reactants [C:1]([C:3]1[CH:8]=[CH:7][C:6]([N:9]([CH2:14][CH:15]([CH3:17])[CH3:16])[CH2:10][C:11]([OH:13])=O)=[CH:5][C:4]=1[C:18]([F:21])([F:20])[F:19])#[N:2].[NH2:22][C:23]1[CH:28]=[CH:27][CH:26]=[CH:25][CH:24]=1, predict the reaction product. The product is: [C:1]([C:3]1[CH:8]=[CH:7][C:6]([N:9]([CH2:14][CH:15]([CH3:17])[CH3:16])[CH2:10][C:11]([NH:22][C:23]2[CH:28]=[CH:27][CH:26]=[CH:25][CH:24]=2)=[O:13])=[CH:5][C:4]=1[C:18]([F:21])([F:20])[F:19])#[N:2]. (4) Given the reactants [CH2:1]([C:3]1[O:7][C:6]([C:8]2[CH:15]=[CH:14][C:11]([CH:12]=[O:13])=[CH:10][CH:9]=2)=[N:5][N:4]=1)[CH3:2].[CH:16]([Cl:19])([Cl:18])[Cl:17].[OH-].[K+], predict the reaction product. The product is: [Cl:17][C:16]([Cl:19])([Cl:18])[CH:12]([C:11]1[CH:14]=[CH:15][C:8]([C:6]2[O:7][C:3]([CH2:1][CH3:2])=[N:4][N:5]=2)=[CH:9][CH:10]=1)[OH:13]. (5) Given the reactants [CH3:1][O:2][C:3]1[CH:4]=[CH:5][C:6]([N+:11]([O-:13])=[O:12])=[C:7]([CH2:9][OH:10])[CH:8]=1.C1C=C[NH+]=CC=1.C1C=C[NH+]=CC=1.[O-][Cr](O[Cr]([O-])(=O)=O)(=O)=O, predict the reaction product. The product is: [CH3:1][O:2][C:3]1[CH:4]=[CH:5][C:6]([N+:11]([O-:13])=[O:12])=[C:7]([CH:8]=1)[CH:9]=[O:10]. (6) Given the reactants [F:1][C:2]1[CH:7]=[CH:6][C:5]([CH:8]2[C:17]([CH3:19])([CH3:18])[CH2:16][C:15]3[C:10](=[CH:11][CH:12]=[C:13]([C:20]([O:22][CH3:23])=[O:21])[CH:14]=3)[NH:9]2)=[CH:4][C:3]=1[N+:24]([O-])=O.C(N(CC)C(C)C)(C)C.[C:36](Cl)(=[O:43])[C:37]1[CH:42]=[CH:41][CH:40]=[CH:39][CH:38]=1, predict the reaction product. The product is: [C:36]([NH:24][C:3]1[CH:4]=[C:5]([CH:8]2[C:17]([CH3:19])([CH3:18])[CH2:16][C:15]3[C:10](=[CH:11][CH:12]=[C:13]([C:20]([O:22][CH3:23])=[O:21])[CH:14]=3)[NH:9]2)[CH:6]=[CH:7][C:2]=1[F:1])(=[O:43])[C:37]1[CH:42]=[CH:41][CH:40]=[CH:39][CH:38]=1.